This data is from Reaction yield outcomes from USPTO patents with 853,638 reactions. The task is: Predict the reaction yield, written as a fraction of the theoretical maximum amount of product (1.0 means a 100% yield; for example, 0.34 means a 34% yield). (1) The reactants are [O:1]1[CH2:6][CH:5]=[C:4]([C:7]2[CH:28]=[CH:27][C:10]3[C:11]4[N:15]([CH2:16][CH2:17][O:18][C:9]=3[CH:8]=2)[CH:14]=[C:13]([C:19]2[N:20]([CH:24]([CH3:26])[CH3:25])[N:21]=[CH:22][N:23]=2)[N:12]=4)[CH2:3][CH2:2]1. The catalyst is [OH-].[OH-].[Pd+2].C(OCC)(=O)C. The product is [CH:24]([N:20]1[C:19]([C:13]2[N:12]=[C:11]3[C:10]4[CH:27]=[CH:28][C:7]([CH:4]5[CH2:5][CH2:6][O:1][CH2:2][CH2:3]5)=[CH:8][C:9]=4[O:18][CH2:17][CH2:16][N:15]3[CH:14]=2)=[N:23][CH:22]=[N:21]1)([CH3:26])[CH3:25]. The yield is 0.710. (2) The yield is 0.900. The catalyst is C1(C)C=CC=CC=1.C1C=CC(/C=C/C(/C=C/C2C=CC=CC=2)=O)=CC=1.C1C=CC(/C=C/C(/C=C/C2C=CC=CC=2)=O)=CC=1.C1C=CC(/C=C/C(/C=C/C2C=CC=CC=2)=O)=CC=1.[Pd].[Pd].C1(P(C2C=CC=CC=2)C2C=CC=CC=2OC2C=CC=CC=2P(C2C=CC=CC=2)C2C=CC=CC=2)C=CC=CC=1. The product is [CH3:26][C:17]1[C:16]([NH:15][C:2]2[CH:7]=[CH:6][C:5]([C:8]([F:11])([F:10])[F:9])=[CH:4][C:3]=2[N+:12]([O-:14])=[O:13])=[CH:25][CH:24]=[CH:23][C:18]=1[C:19]([O:21][CH3:22])=[O:20]. The reactants are Br[C:2]1[CH:7]=[CH:6][C:5]([C:8]([F:11])([F:10])[F:9])=[CH:4][C:3]=1[N+:12]([O-:14])=[O:13].[NH2:15][C:16]1[C:17]([CH3:26])=[C:18]([CH:23]=[CH:24][CH:25]=1)[C:19]([O:21][CH3:22])=[O:20].P([O-])([O-])([O-])=O.[K+].[K+].[K+].O.